From a dataset of Ames mutagenicity test results for genotoxicity prediction. Regression/Classification. Given a drug SMILES string, predict its toxicity properties. Task type varies by dataset: regression for continuous values (e.g., LD50, hERG inhibition percentage) or binary classification for toxic/non-toxic outcomes (e.g., AMES mutagenicity, cardiotoxicity, hepatotoxicity). Dataset: ames. The molecule is O=[N+]([O-])c1ccc(Cl)c(Cl)c1. The result is 1 (mutagenic).